This data is from Forward reaction prediction with 1.9M reactions from USPTO patents (1976-2016). The task is: Predict the product of the given reaction. (1) The product is: [CH2:21]([O:1][C:2]1[CH:16]=[CH:15][C:5]([C:6]([C:8]2[CH:13]=[CH:12][C:11]([O:14][CH2:6][C:5]3[CH:15]=[CH:16][CH:2]=[CH:3][CH:4]=3)=[CH:10][CH:9]=2)=[O:7])=[CH:4][CH:3]=1)[C:22]1[CH:27]=[CH:26][CH:25]=[CH:24][CH:23]=1. Given the reactants [OH:1][C:2]1[CH:16]=[CH:15][C:5]([C:6]([C:8]2[CH:13]=[CH:12][C:11]([OH:14])=[CH:10][CH:9]=2)=[O:7])=[CH:4][CH:3]=1.[H-].[Na+].[H][H].[CH2:21](Br)[C:22]1[CH:27]=[CH:26][CH:25]=[CH:24][CH:23]=1, predict the reaction product. (2) Given the reactants C[O:2][C:3]([C:5]1[N:6]=[C:7]([C@H:10]([NH:12][C:13]([O:15][C:16]([CH3:19])([CH3:18])[CH3:17])=[O:14])[CH3:11])[O:8][CH:9]=1)=O.[H-].[Al+3].[Li+].[H-].[H-].[H-].O.O.O.O.O.O.O.O.O.O.S([O-])([O-])(=O)=O.[Na+].[Na+], predict the reaction product. The product is: [C:16]([O:15][C:13](=[O:14])[NH:12][C@@H:10]([C:7]1[O:8][CH:9]=[C:5]([CH2:3][OH:2])[N:6]=1)[CH3:11])([CH3:17])([CH3:18])[CH3:19]. (3) Given the reactants F[P-](F)(F)(F)(F)F.N1(OC(N(C)C)=[N+](C)C)C2C=CC=CC=2N=N1.[OH:25][C:26]1[CH:27]=[C:28]([CH:43]=[CH:44][CH:45]=1)[CH2:29][NH:30][C:31]([C:33]1[CH:41]=[CH:40][C:36]([C:37]([OH:39])=O)=[C:35]([CH3:42])[CH:34]=1)=[O:32].[CH3:46][O:47][C:48](=[O:57])[CH:49]([P:51]([O:55][CH3:56])([O:53][CH3:54])=[O:52])[NH2:50].C(N(C(C)C)CC)(C)C, predict the reaction product. The product is: [CH3:46][O:47][C:48](=[O:57])[CH:49]([P:51]([O:53][CH3:54])([O:55][CH3:56])=[O:52])[NH:50][C:37](=[O:39])[C:36]1[CH:40]=[CH:41][C:33]([C:31]([NH:30][CH2:29][C:28]2[CH:43]=[CH:44][CH:45]=[C:26]([OH:25])[CH:27]=2)=[O:32])=[CH:34][C:35]=1[CH3:42]. (4) Given the reactants [O:1]1[C:5]2[CH:6]=[C:7]3[CH:12]=[C:11]([C:13]([OH:15])=O)[O:10][C:8]3=[CH:9][C:4]=2[NH:3][C:2]1=[O:16].C(N(CC)CC)C.[CH2:24]([CH:31]1[CH2:36][CH2:35][NH:34][CH2:33][CH2:32]1)[C:25]1[CH:30]=[CH:29][CH:28]=[CH:27][CH:26]=1.CN(C(ON1N=NC2C=CC=CC1=2)=[N+](C)C)C.F[P-](F)(F)(F)(F)F, predict the reaction product. The product is: [CH2:24]([CH:31]1[CH2:36][CH2:35][N:34]([C:13]([C:11]2[O:10][C:8]3[C:7](=[CH:6][C:5]4[O:1][C:2](=[O:16])[NH:3][C:4]=4[CH:9]=3)[CH:12]=2)=[O:15])[CH2:33][CH2:32]1)[C:25]1[CH:30]=[CH:29][CH:28]=[CH:27][CH:26]=1. (5) Given the reactants [F:1][C:2]([F:32])([F:31])[C:3]([C:9]1[CH:30]=[CH:29][C:12]([CH2:13][N:14]2[CH2:19][CH2:18][CH:17]([N:20](C)[C:21](=O)OC(C)(C)C)[CH2:16][CH2:15]2)=[CH:11][CH:10]=1)([OH:8])[C:4]([F:7])([F:6])[F:5].FC(F)(F)C(O)=O, predict the reaction product. The product is: [F:32][C:2]([F:1])([F:31])[C:3]([C:9]1[CH:30]=[CH:29][C:12]([CH2:13][N:14]2[CH2:19][CH2:18][CH:17]([NH:20][CH3:21])[CH2:16][CH2:15]2)=[CH:11][CH:10]=1)([OH:8])[C:4]([F:7])([F:6])[F:5]. (6) Given the reactants Cl[C:2]1[CH:7]=[CH:6][C:5]([N+:8]([O-:10])=[O:9])=[CH:4][N:3]=1.[N:11]1([CH2:16][CH2:17][NH2:18])[CH2:15][CH2:14][CH2:13][CH2:12]1.ClCCl, predict the reaction product. The product is: [N+:8]([C:5]1[CH:6]=[CH:7][C:2]([N:18]([C:2]2[CH:7]=[CH:6][C:5]([N+:8]([O-:10])=[O:9])=[CH:4][N:3]=2)[CH2:17][CH2:16][N:11]2[CH2:15][CH2:14][CH2:13][CH2:12]2)=[N:3][CH:4]=1)([O-:10])=[O:9].